Dataset: Forward reaction prediction with 1.9M reactions from USPTO patents (1976-2016). Task: Predict the product of the given reaction. (1) Given the reactants CCCCCC.C([Li])CCC.[CH2:12]([O:19][C:20]1[CH:25]=[CH:24][CH:23]=[CH:22][C:21]=1Br)[C:13]1[CH:18]=[CH:17][CH:16]=[CH:15][CH:14]=1.[Br:27][C:28]1[CH:35]=[CH:34][C:31]([CH:32]=[O:33])=[CH:30][CH:29]=1.[Cl-].[NH4+], predict the reaction product. The product is: [CH2:12]([O:19][C:20]1[CH:25]=[CH:24][CH:23]=[CH:22][C:21]=1[CH:32]([C:31]1[CH:34]=[CH:35][C:28]([Br:27])=[CH:29][CH:30]=1)[OH:33])[C:13]1[CH:18]=[CH:17][CH:16]=[CH:15][CH:14]=1. (2) Given the reactants C([SiH](CC)CC)C.ClCCl.[CH2:11]([O:13][C:14]1[CH:19]=[CH:18][C:17]([C@H:20]2[CH2:25][CH2:24][C@H:23]([CH:26]3[CH2:31][CH2:30][CH:29]([C@H:32]4[CH2:37][CH2:36][C@H:35]([CH2:38][CH2:39][CH2:40][CH2:41][CH3:42])[CH2:34][CH2:33]4)[O:28][CH:27]3O)[CH2:22][CH2:21]2)=[C:16]([F:44])[C:15]=1[F:45])[CH3:12], predict the reaction product. The product is: [CH2:11]([O:13][C:14]1[CH:19]=[CH:18][C:17]([C@H:20]2[CH2:25][CH2:24][C@H:23]([C@@H:26]3[CH2:27][O:28][C@@H:29]([C@H:32]4[CH2:37][CH2:36][C@H:35]([CH2:38][CH2:39][CH2:40][CH2:41][CH3:42])[CH2:34][CH2:33]4)[CH2:30][CH2:31]3)[CH2:22][CH2:21]2)=[C:16]([F:44])[C:15]=1[F:45])[CH3:12].